The task is: Predict which catalyst facilitates the given reaction.. This data is from Catalyst prediction with 721,799 reactions and 888 catalyst types from USPTO. (1) Reactant: [CH2:1](O)[CH3:2].Cl.[F:5][C:6]1[CH:7]=[CH:8][C:9]([OH:28])=[C:10]([CH2:12][CH2:13][NH:14][CH:15]2[CH2:24][CH2:23][CH2:22][C:21]3[N:20]=[C:19]([C:25]([OH:27])=[O:26])[CH:18]=[CH:17][C:16]2=3)[CH:11]=1.C(=O)(O)[O-].[Na+]. Product: [F:5][C:6]1[CH:7]=[CH:8][C:9]([OH:28])=[C:10]([CH2:12][CH2:13][NH:14][CH:15]2[CH2:24][CH2:23][CH2:22][C:21]3[N:20]=[C:19]([C:25]([O:27][CH2:1][CH3:2])=[O:26])[CH:18]=[CH:17][C:16]2=3)[CH:11]=1. The catalyst class is: 155. (2) Reactant: [H-].[Al+3].[Li+].[H-].[H-].[H-].O1CCCC1.[F:12][C:13]1[CH:14]=[CH:15][C:16]([O:19][CH2:20][C:21]2[N:25]([CH3:26])[N:24]=[CH:23][C:22]=2[C:27](OCC)=[O:28])=[N:17][CH:18]=1.S([O-])([O-])(=O)=O.[Na+].[Na+]. Product: [F:12][C:13]1[CH:14]=[CH:15][C:16]([O:19][CH2:20][C:21]2[N:25]([CH3:26])[N:24]=[CH:23][C:22]=2[CH2:27][OH:28])=[N:17][CH:18]=1. The catalyst class is: 13. (3) Reactant: [Cl:1][C:2]1[C:7]([F:8])=[CH:6][CH:5]=[C:4]([Cl:9])[C:3]=1[CH:10]([O:12][C:13]1[C:14]([NH2:19])=[N:15][CH:16]=[CH:17][CH:18]=1)[CH3:11].[I:20]N1C(=O)CCC1=O. Product: [Cl:1][C:2]1[C:7]([F:8])=[CH:6][CH:5]=[C:4]([Cl:9])[C:3]=1[CH:10]([O:12][C:13]1[C:14]([NH2:19])=[N:15][CH:16]=[C:17]([I:20])[CH:18]=1)[CH3:11]. The catalyst class is: 477. (4) Reactant: Cl.[Cl:2][C:3]1[CH:8]=[CH:7][C:6]([C:9]2[CH:14]=[CH:13][CH:12]=[CH:11][C:10]=2[C@H:15]([NH:33][S@](C(C)(C)C)=O)[CH:16]2[CH2:21][CH2:20][N:19]([C:22]3[CH:32]=[CH:31][C:25]([C:26]([O:28][CH2:29][CH3:30])=[O:27])=[CH:24][CH:23]=3)[CH2:18][CH2:17]2)=[CH:5][CH:4]=1. Product: [ClH:2].[NH2:33][C@@H:15]([C:10]1[CH:11]=[CH:12][CH:13]=[CH:14][C:9]=1[C:6]1[CH:7]=[CH:8][C:3]([Cl:2])=[CH:4][CH:5]=1)[CH:16]1[CH2:21][CH2:20][N:19]([C:22]2[CH:32]=[CH:31][C:25]([C:26]([O:28][CH2:29][CH3:30])=[O:27])=[CH:24][CH:23]=2)[CH2:18][CH2:17]1. The catalyst class is: 5. (5) Reactant: [H-].[Na+].[N:3]1([C:10]2[C:19]3[C:14](=[CH:15][C:16]([CH2:20][OH:21])=[CH:17][CH:18]=3)[N:13]=[C:12]([CH3:22])[CH:11]=2)[CH2:9][CH2:8][CH2:7][CH2:6][CH2:5][CH2:4]1.Br[CH2:24][CH2:25][O:26][CH3:27]. Product: [N:3]1([C:10]2[C:19]3[C:14](=[CH:15][C:16]([CH2:20][O:21][CH2:24][CH2:25][O:26][CH3:27])=[CH:17][CH:18]=3)[N:13]=[C:12]([CH3:22])[CH:11]=2)[CH2:4][CH2:5][CH2:6][CH2:7][CH2:8][CH2:9]1. The catalyst class is: 9. (6) Reactant: [N:1]([CH2:4][CH2:5][CH2:6]Cl)=[N+:2]=[N-:3].[OH:8][C:9]1[CH:16]=[CH:15][C:12]([CH2:13][OH:14])=[CH:11][CH:10]=1.C([O-])([O-])=O.[K+].[K+].C(OCC)C. Product: [N:1]([CH2:4][CH2:5][CH2:6][O:8][C:9]1[CH:16]=[CH:15][C:12]([CH2:13][OH:14])=[CH:11][CH:10]=1)=[N+:2]=[N-:3]. The catalyst class is: 3. (7) Reactant: [O:1]=[C:2]1[N:6]([C:7]2[CH:8]=[CH:9][C:10]3[CH2:16][CH2:15][CH2:14][C:13](=[O:17])[CH2:12][C:11]=3[CH:18]=2)[CH2:5][C@H:4]([CH2:19][NH:20][C:21](=[O:23])[CH3:22])[O:3]1.CO[CH:26](OC)[N:27]([CH3:29])[CH3:28]. Product: [CH3:26][N:27]([CH:29]=[C:12]1[C:11]2[CH:18]=[C:7]([N:6]3[CH2:5][C@H:4]([CH2:19][NH:20][C:21](=[O:23])[CH3:22])[O:3][C:2]3=[O:1])[CH:8]=[CH:9][C:10]=2[CH2:16][CH2:15][CH2:14][C:13]1=[O:17])[CH3:28]. The catalyst class is: 259. (8) Reactant: [CH:1]1([OH:5])[CH2:4][CH2:3][CH2:2]1.[H-].[Na+].[Br:8][C:9]1[CH:14]=[CH:13][CH:12]=[C:11](Br)[N:10]=1. Product: [Br:8][C:9]1[CH:14]=[CH:13][CH:12]=[C:11]([O:5][CH:1]2[CH2:4][CH2:3][CH2:2]2)[N:10]=1. The catalyst class is: 11.